Task: Predict the reaction yield, written as a fraction of the theoretical maximum amount of product (1.0 means a 100% yield; for example, 0.34 means a 34% yield).. Dataset: Reaction yield outcomes from USPTO patents with 853,638 reactions (1) The reactants are [I:1]I.[Br:3][C:4]1[CH:5]=[CH:6][C:7]([F:31])=[C:8]([C:10]([NH:19][C:20]([NH:22][C:23](=[O:30])[C:24]2[CH:29]=[CH:28][CH:27]=[CH:26][CH:25]=2)=[S:21])([CH3:18])[CH2:11][C:12]2[CH2:17][CH2:16][CH2:15][CH2:14][CH:13]=2)[CH:9]=1. The catalyst is C1COCC1.CCOC(C)=O. The product is [Br:3][C:4]1[CH:5]=[CH:6][C:7]([F:31])=[C:8]([C:10]2([CH3:18])[CH2:11][C:12]3([CH2:17][CH2:16][CH2:15][CH2:14][CH:13]3[I:1])[S:21][C:20]([NH:22][C:23](=[O:30])[C:24]3[CH:29]=[CH:28][CH:27]=[CH:26][CH:25]=3)=[N:19]2)[CH:9]=1. The yield is 0.937. (2) The reactants are [Cl:1][C:2]1[CH:16]=[CH:15][C:5]([CH2:6][N:7]2[CH:12]=[C:11](Br)[CH:10]=[CH:9][C:8]2=[O:14])=[C:4]([F:17])[CH:3]=1.[C:18]([O:22][C:23]([NH:25][C:26]1[CH:31]=[CH:30][C:29](B(O)O)=[CH:28][CH:27]=1)=[O:24])([CH3:21])([CH3:20])[CH3:19]. No catalyst specified. The product is [Cl:1][C:2]1[CH:16]=[CH:15][C:5]([CH2:6][N:7]2[C:8](=[O:14])[CH:9]=[CH:10][C:11]([C:29]3[CH:28]=[CH:27][C:26]([NH:25][C:23](=[O:24])[O:22][C:18]([CH3:20])([CH3:19])[CH3:21])=[CH:31][CH:30]=3)=[CH:12]2)=[C:4]([F:17])[CH:3]=1. The yield is 0.750. (3) The reactants are [F:1][C:2]1[CH:7]=[CH:6][C:5]([N:8]2[CH2:13][CH2:12][N:11]([S:14]([C:17]3[C:26]4[C:21](=[CH:22][CH:23]=[CH:24][CH:25]=4)[C:20]([N:27]4[CH2:32][CH2:31][N:30](C(OC(C)(C)C)=O)[CH2:29][CH2:28]4)=[CH:19][CH:18]=3)(=[O:16])=[O:15])[C@H:10]([CH3:40])[CH2:9]2)=[C:4]([C:41]([F:44])([F:43])[F:42])[CH:3]=1.C(O)(C(F)(F)F)=O. The catalyst is C(Cl)Cl. The product is [F:1][C:2]1[CH:7]=[CH:6][C:5]([N:8]2[CH2:13][CH2:12][N:11]([S:14]([C:17]3[C:26]4[C:21](=[CH:22][CH:23]=[CH:24][CH:25]=4)[C:20]([N:27]4[CH2:28][CH2:29][NH:30][CH2:31][CH2:32]4)=[CH:19][CH:18]=3)(=[O:15])=[O:16])[C@H:10]([CH3:40])[CH2:9]2)=[C:4]([C:41]([F:44])([F:42])[F:43])[CH:3]=1. The yield is 0.873. (4) The reactants are CN(C)[C:3](=[O:5])[CH3:4].FC(F)(F)S(OS(C(F)(F)F)(=O)=O)(=O)=O.[CH:22]([C:24]1[CH:33]=[CH:32][C:27]([C:28]([O:30][CH3:31])=[O:29])=[C:26]([CH3:34])[CH:25]=1)=[CH2:23].CC1C=C(C)C=C(C)N=1. The catalyst is ClCCCl. The product is [CH3:34][C:26]1[CH:25]=[C:24]([CH:22]2[CH2:4][C:3](=[O:5])[CH2:23]2)[CH:33]=[CH:32][C:27]=1[C:28]([O:30][CH3:31])=[O:29]. The yield is 0.450. (5) The reactants are [Cl:1][CH2:2][CH2:3][CH2:4][O:5][C:6]1[C:7]([O:19][CH3:20])=[CH:8][C:9]([N+:16]([O-])=O)=[C:10]([CH:15]=1)[C:11]([O:13][CH3:14])=[O:12]. The catalyst is CCOC(C)=O.[Pd]. The product is [NH2:16][C:9]1[CH:8]=[C:7]([O:19][CH3:20])[C:6]([O:5][CH2:4][CH2:3][CH2:2][Cl:1])=[CH:15][C:10]=1[C:11]([O:13][CH3:14])=[O:12]. The yield is 0.990. (6) The reactants are [CH3:1][O:2][C:3]1[C:8]([NH2:9])=[CH:7][C:6]([B:10]2[O:14][C:13]([CH3:16])([CH3:15])[C:12]([CH3:18])([CH3:17])[O:11]2)=[CH:5][N:4]=1.[F:19][C:20]1[CH:25]=[C:24]([F:26])[CH:23]=[CH:22][C:21]=1[S:27](Cl)(=[O:29])=[O:28]. No catalyst specified. The product is [F:19][C:20]1[CH:25]=[C:24]([F:26])[CH:23]=[CH:22][C:21]=1[S:27]([NH:9][C:8]1[C:3]([O:2][CH3:1])=[N:4][CH:5]=[C:6]([B:10]2[O:14][C:13]([CH3:16])([CH3:15])[C:12]([CH3:18])([CH3:17])[O:11]2)[CH:7]=1)(=[O:29])=[O:28]. The yield is 0.660. (7) The reactants are CO.[CH3:3][C:4]([S:37]([CH3:40])(=[O:39])=[O:38])([CH2:15][CH2:16][N:17]1[CH:22]=[CH:21][C:20]([C:23]2[CH:28]=[CH:27][C:26]([O:29][C:30]3[CH:35]=[CH:34][CH:33]=[CH:32][N:31]=3)=[CH:25][CH:24]=2)=[CH:19][C:18]1=[O:36])[C:5]([NH:7][O:8]C1CCCCO1)=[O:6]. The catalyst is Cl.O1CCOCC1. The product is [OH:8][NH:7][C:5](=[O:6])[C:4]([CH3:3])([S:37]([CH3:40])(=[O:39])=[O:38])[CH2:15][CH2:16][N:17]1[CH:22]=[CH:21][C:20]([C:23]2[CH:24]=[CH:25][C:26]([O:29][C:30]3[CH:35]=[CH:34][CH:33]=[CH:32][N:31]=3)=[CH:27][CH:28]=2)=[CH:19][C:18]1=[O:36]. The yield is 0.880. (8) The reactants are C(=O)([O-])[O-].[K+].[K+].[OH:7][C:8]1[C:9]([CH3:14])=[N:10][CH:11]=[CH:12][CH:13]=1.[CH2:15]([O:17][CH2:18][CH2:19]Cl)[CH3:16].O. The catalyst is CN(C=O)C.C(OCC)(=O)C. The product is [CH2:15]([O:17][CH2:18][CH2:19][O:7][C:8]1[C:9]([CH3:14])=[N:10][CH:11]=[CH:12][CH:13]=1)[CH3:16]. The yield is 0.750. (9) The reactants are C([O:8][C:9]1[CH:14]=[C:13]([O:15]CC2C=CC=CC=2)[C:12]([C:23]2[CH:28]=[CH:27][CH:26]=[C:25]([C:29]([F:32])([F:31])[F:30])[CH:24]=2)=[CH:11][C:10]=1[C:33]1[N:37]([CH2:38][CH2:39][CH2:40][O:41][CH3:42])[N:36]=[N:35][N:34]=1)C1C=CC=CC=1.[H][H]. The catalyst is CO.[Pd]. The product is [CH3:42][O:41][CH2:40][CH2:39][CH2:38][N:37]1[C:33]([C:10]2[CH:11]=[C:12]([C:23]3[CH:28]=[CH:27][CH:26]=[C:25]([C:29]([F:32])([F:31])[F:30])[CH:24]=3)[C:13]([OH:15])=[CH:14][C:9]=2[OH:8])=[N:34][N:35]=[N:36]1. The yield is 0.820.